Dataset: Choline transporter screen with 302,306 compounds. Task: Binary Classification. Given a drug SMILES string, predict its activity (active/inactive) in a high-throughput screening assay against a specified biological target. (1) The drug is Clc1cc(NC(=O)C(NS(=O)(=O)c2sccc2)C(C)C)ccc1OC. The result is 0 (inactive). (2) The drug is S(=O)(=O)(N1CCOCC1)c1cc(ccc1)C(=O)n1nc(cc1C)C. The result is 0 (inactive). (3) The drug is Clc1cc(C(=O)NCCN2CCOCC2)c(NC(=O)c2ccc(OC)cc2)cc1. The result is 0 (inactive).